This data is from Peptide-MHC class I binding affinity with 185,985 pairs from IEDB/IMGT. The task is: Regression. Given a peptide amino acid sequence and an MHC pseudo amino acid sequence, predict their binding affinity value. This is MHC class I binding data. (1) The peptide sequence is SAFLIVRL. The MHC is H-2-Kb with pseudo-sequence H-2-Kb. The binding affinity (normalized) is 0.531. (2) The binding affinity (normalized) is 0.534. The MHC is HLA-A02:01 with pseudo-sequence HLA-A02:01. The peptide sequence is FLQQSIFRF. (3) The peptide sequence is SILPISWAY. The MHC is HLA-A25:01 with pseudo-sequence HLA-A25:01. The binding affinity (normalized) is 0.0847. (4) The peptide sequence is WSLMYFHRR. The MHC is HLA-A33:01 with pseudo-sequence HLA-A33:01. The binding affinity (normalized) is 1.00. (5) The peptide sequence is ALDLSHFLK. The MHC is HLA-B44:03 with pseudo-sequence HLA-B44:03. The binding affinity (normalized) is 0.